Task: Predict the reactants needed to synthesize the given product.. Dataset: Full USPTO retrosynthesis dataset with 1.9M reactions from patents (1976-2016) (1) The reactants are: Cl[C:2]1[N:7]=[C:6]([Cl:8])[N:5]=[C:4]([NH:9][C:10]2[CH:15]=[CH:14][C:13]([CH3:16])=[C:12]([F:17])[CH:11]=2)[N:3]=1.[CH:18]1([NH2:25])[CH2:24][CH2:23][CH2:22][CH2:21][CH2:20][CH2:19]1.[OH-].[Na+].O. Given the product [Cl:8][C:6]1[N:7]=[C:2]([NH:25][CH:18]2[CH2:24][CH2:23][CH2:22][CH2:21][CH2:20][CH2:19]2)[N:3]=[C:4]([NH:9][C:10]2[CH:15]=[CH:14][C:13]([CH3:16])=[C:12]([F:17])[CH:11]=2)[N:5]=1, predict the reactants needed to synthesize it. (2) Given the product [C:27]([C:31]1[O:35][N:34]=[C:33]([C:36]([NH:26][C:23]2([C:3]3[CH:4]=[CH:5][C:6]([C:8]4[CH:13]=[CH:12][N:11]=[C:10]5[NH:14][C:15]([C:17]6[CH:18]=[N:19][N:20]([CH3:22])[CH:21]=6)=[N:16][C:9]=45)=[CH:7][C:2]=3[F:1])[CH2:25][CH2:24]2)=[O:37])[N:32]=1)([CH3:30])([CH3:28])[CH3:29], predict the reactants needed to synthesize it. The reactants are: [F:1][C:2]1[CH:7]=[C:6]([C:8]2[CH:13]=[CH:12][N:11]=[C:10]3[NH:14][C:15]([C:17]4[CH:18]=[N:19][N:20]([CH3:22])[CH:21]=4)=[N:16][C:9]=23)[CH:5]=[CH:4][C:3]=1[C:23]1([NH2:26])[CH2:25][CH2:24]1.[C:27]([C:31]1[O:35][N:34]=[C:33]([C:36]([O-])=[O:37])[N:32]=1)([CH3:30])([CH3:29])[CH3:28]. (3) Given the product [CH2:16]([O:18][C:19]([C:21]1[S:25][C:24]([NH:26][C:4](=[O:6])[C:3]2[CH:7]=[C:8]([C:11]3[S:12][CH:13]=[CH:14][CH:15]=3)[CH:9]=[CH:10][C:2]=2[OH:1])=[N:23][C:22]=1[C:27]1[CH:32]=[CH:31][CH:30]=[CH:29][CH:28]=1)=[O:20])[CH3:17], predict the reactants needed to synthesize it. The reactants are: [OH:1][C:2]1[CH:10]=[CH:9][C:8]([C:11]2[S:12][CH:13]=[CH:14][CH:15]=2)=[CH:7][C:3]=1[C:4]([OH:6])=O.[CH2:16]([O:18][C:19]([C:21]1[S:25][C:24]([NH2:26])=[N:23][C:22]=1[C:27]1[CH:32]=[CH:31][CH:30]=[CH:29][CH:28]=1)=[O:20])[CH3:17]. (4) Given the product [Cl:1][C:2]1[N:7]=[C:6]([NH:13][CH2:17][CH2:18][CH3:20])[C:5]([I:9])=[CH:4][N:3]=1, predict the reactants needed to synthesize it. The reactants are: [Cl:1][C:2]1[N:7]=[C:6](Cl)[C:5]([I:9])=[CH:4][N:3]=1.C([N:13]([CH2:17][CH3:18])C(C)C)(C)C.O.[C:20](OCC)(=O)C. (5) Given the product [C:1]([C:5]1[CH:20]=[CH:19][C:8]([CH2:9][N:10]([C:24](=[O:25])[NH:23][CH2:21][CH3:22])[NH:11][C:12]([O:14][C:15]([CH3:18])([CH3:17])[CH3:16])=[O:13])=[CH:7][CH:6]=1)([CH3:4])([CH3:2])[CH3:3], predict the reactants needed to synthesize it. The reactants are: [C:1]([C:5]1[CH:20]=[CH:19][C:8]([CH2:9][NH:10][NH:11][C:12]([O:14][C:15]([CH3:18])([CH3:17])[CH3:16])=[O:13])=[CH:7][CH:6]=1)([CH3:4])([CH3:3])[CH3:2].[CH2:21]([N:23]=[C:24]=[O:25])[CH3:22].